From a dataset of Reaction yield outcomes from USPTO patents with 853,638 reactions. Predict the reaction yield, written as a fraction of the theoretical maximum amount of product (1.0 means a 100% yield; for example, 0.34 means a 34% yield). (1) The reactants are IC1C(C)=C(I)C(C)=C(I)[C:3]=1[CH3:12].[Mn]([O-])(=O)(=O)=[O:14].[K+].C([O:22][C:23](=[O:25])[CH3:24])(=O)C.[C:26]([OH:29])(=O)[CH3:27]. No catalyst specified. The product is [CH3:12][C:3]([CH2:27][C:26]([CH2:24][C:23]([OH:22])=[O:25])=[O:29])=[O:14]. The yield is 0.350. (2) The reactants are [CH3:1][C:2]([OH:17])([CH3:16])[CH2:3][O:4][C:5]1([CH3:15])[CH2:14][CH2:13][C:8]2(OCC[O:9]2)[CH2:7][CH2:6]1.Cl.CC(C)=O. The catalyst is O. The product is [OH:17][C:2]([CH3:16])([CH3:1])[CH2:3][O:4][C:5]1([CH3:15])[CH2:14][CH2:13][C:8](=[O:9])[CH2:7][CH2:6]1. The yield is 0.710. (3) The reactants are [CH:1]([O:4][C:5]([N:7]1[C@H:11]([CH2:12][CH3:13])[CH2:10][C@H:9]([NH:14][C:15]2[N:20]=[CH:19][C:18]([Br:21])=[CH:17][N:16]=2)[C@@H:8]1[CH2:22][C:23]1[CH:28]=[CH:27][CH:26]=[CH:25][CH:24]=1)=[O:6])([CH3:3])[CH3:2].[H-].[Na+].[Cl:31][C:32]1[CH:33]=[C:34]([CH:37]=[C:38]([C:40]([F:43])([F:42])[F:41])[CH:39]=1)[CH2:35]Br. The catalyst is CN(C=O)C. The product is [CH:1]([O:4][C:5]([N:7]1[C@H:11]([CH2:12][CH3:13])[CH2:10][C@H:9]([N:14]([C:15]2[N:20]=[CH:19][C:18]([Br:21])=[CH:17][N:16]=2)[CH2:35][C:34]2[CH:37]=[C:38]([C:40]([F:41])([F:42])[F:43])[CH:39]=[C:32]([Cl:31])[CH:33]=2)[C@@H:8]1[CH2:22][C:23]1[CH:28]=[CH:27][CH:26]=[CH:25][CH:24]=1)=[O:6])([CH3:2])[CH3:3]. The yield is 0.730. (4) The reactants are CC1C=CC(S(O[CH2:12][C@@H:13]([NH:20][C:21]([O:23][C:24]([CH3:27])([CH3:26])[CH3:25])=[O:22])[C:14]2[CH:19]=[CH:18][CH:17]=[CH:16][CH:15]=2)(=O)=O)=CC=1.[N-:28]=[N+:29]=[N-:30].[Na+]. The catalyst is CN(C)C=O.O.C(OCC)(=O)C. The product is [N:28]([CH2:12][C@@H:13]([NH:20][C:21](=[O:22])[O:23][C:24]([CH3:27])([CH3:26])[CH3:25])[C:14]1[CH:19]=[CH:18][CH:17]=[CH:16][CH:15]=1)=[N+:29]=[N-:30]. The yield is 0.900. (5) The reactants are [OH:1][CH2:2][C@H:3]([NH:6][C:7](=[O:13])[O:8][C:9]([CH3:12])([CH3:11])[CH3:10])[CH2:4][CH3:5].C(N(CC)CC)C. The catalyst is CS(C)=O. The product is [O:1]=[CH:2][C@H:3]([NH:6][C:7](=[O:13])[O:8][C:9]([CH3:12])([CH3:11])[CH3:10])[CH2:4][CH3:5]. The yield is 0.922.